This data is from Forward reaction prediction with 1.9M reactions from USPTO patents (1976-2016). The task is: Predict the product of the given reaction. Given the reactants [C:1]([CH2:3][C:4]([NH:6][CH2:7][CH2:8][CH2:9][NH:10][C:11](=[O:15])[CH2:12][C:13]#[N:14])=[O:5])#[N:2].[OH:16][C:17]1[CH:18]=[C:19]([CH:22]=[CH:23][C:24]=1[OH:25])[CH:20]=O, predict the reaction product. The product is: [C:13]([C:12](=[CH:20][C:19]1[CH:22]=[CH:23][C:24]([OH:25])=[C:17]([OH:16])[CH:18]=1)[C:11]([NH:10][CH2:9][CH2:8][CH2:7][NH:6][C:4](=[O:5])[C:3]([C:1]#[N:2])=[CH:20][C:19]1[CH:22]=[CH:23][C:24]([OH:25])=[C:17]([OH:16])[CH:18]=1)=[O:15])#[N:14].